This data is from Full USPTO retrosynthesis dataset with 1.9M reactions from patents (1976-2016). The task is: Predict the reactants needed to synthesize the given product. (1) Given the product [C:63]([O:62][C:60]([N:48]([C:46]([O:45][C:41]([CH3:44])([CH3:43])[CH3:42])=[O:47])[C:49]1[C:50]([C:56]([O:58][CH3:59])=[O:57])=[N:51][C:52]([C:9]2[CH2:10][CH2:11][N:12]([C:15]([O:17][C:18]([CH3:19])([CH3:20])[CH3:21])=[O:16])[CH2:13][CH:14]=2)=[CH:53][N:54]=1)=[O:61])([CH3:66])([CH3:65])[CH3:64], predict the reactants needed to synthesize it. The reactants are: CC1(C)C(C)(C)OB([C:9]2[CH2:10][CH2:11][N:12]([C:15]([O:17][C:18]([CH3:21])([CH3:20])[CH3:19])=[O:16])[CH2:13][CH:14]=2)O1.C(P(C(C)(C)C)C1C=CC(N(C)C)=CC=1)(C)(C)C.[C:41]([O:45][C:46]([N:48]([C:60]([O:62][C:63]([CH3:66])([CH3:65])[CH3:64])=[O:61])[C:49]1[C:50]([C:56]([O:58][CH3:59])=[O:57])=[N:51][C:52](Br)=[CH:53][N:54]=1)=[O:47])([CH3:44])([CH3:43])[CH3:42].C([O-])([O-])=O.[Na+].[Na+]. (2) Given the product [CH3:18][O:17][C:16]1[CH:15]=[CH:14][CH:13]=[C:12]([O:19][CH3:20])[C:11]=1[CH:2]1[N:1]([CH2:30][C:29]2[CH:32]=[CH:33][CH:34]=[C:27]([O:26][C:22]([F:21])([F:35])[CH:23]([F:24])[F:25])[CH:28]=2)[C:5](=[O:7])[CH:4]([CH3:10])[CH2:3]1, predict the reactants needed to synthesize it. The reactants are: [NH2:1][CH:2]([C:11]1[C:16]([O:17][CH3:18])=[CH:15][CH:14]=[CH:13][C:12]=1[O:19][CH3:20])[CH2:3][CH:4]([CH3:10])[C:5]([O:7]CC)=O.[F:21][C:22]([F:35])([O:26][C:27]1[CH:28]=[C:29]([CH:32]=[CH:33][CH:34]=1)[CH:30]=O)[CH:23]([F:25])[F:24]. (3) Given the product [CH3:1][C:2]1[CH:7]=[C:6]([C:8]2[CH:9]=[CH:10][C:11]([CH2:14][C:15]([NH:30][C:27]3[CH:26]=[CH:25][C:24]([C:18]4[CH:23]=[CH:22][CH:21]=[CH:20][CH:19]=4)=[CH:29][N:28]=3)=[O:17])=[CH:12][CH:13]=2)[CH:5]=[CH:4][N:3]=1, predict the reactants needed to synthesize it. The reactants are: [CH3:1][C:2]1[CH:7]=[C:6]([C:8]2[CH:13]=[CH:12][C:11]([CH2:14][C:15]([OH:17])=O)=[CH:10][CH:9]=2)[CH:5]=[CH:4][N:3]=1.[C:18]1([C:24]2[CH:25]=[CH:26][C:27]([NH2:30])=[N:28][CH:29]=2)[CH:23]=[CH:22][CH:21]=[CH:20][CH:19]=1.F[P-](F)(F)(F)(F)F.N1(OC(N(C)C)=[N+](C)C)C2N=CC=CC=2N=N1.C(N(CC)C(C)C)(C)C. (4) Given the product [NH2:5][C:6]1[N:15]2[N:16]=[C:17]([CH2:19][CH:20]([CH2:21][OH:22])[CH2:25][OH:26])[N:18]=[C:14]2[C:13]2[C:8](=[C:9]3[O:31][C:30]([F:33])([F:32])[O:29][C:10]3=[CH:11][CH:12]=2)[N:7]=1, predict the reactants needed to synthesize it. The reactants are: [Cl-].[Li+].[BH4-].[Na+].[NH2:5][C:6]1[N:15]2[N:16]=[C:17]([CH2:19][CH:20]([C:25](OC)=[O:26])[C:21](OC)=[O:22])[N:18]=[C:14]2[C:13]2[C:8](=[C:9]3[O:31][C:30]([F:33])([F:32])[O:29][C:10]3=[CH:11][CH:12]=2)[N:7]=1.Cl.